Dataset: Reaction yield outcomes from USPTO patents with 853,638 reactions. Task: Predict the reaction yield, written as a fraction of the theoretical maximum amount of product (1.0 means a 100% yield; for example, 0.34 means a 34% yield). (1) The reactants are [NH2:1][C:2]1[C:10]([Cl:11])=[CH:9][CH:8]=[CH:7][C:3]=1[C:4]([OH:6])=[O:5].FC1C=CC=CC=1C(Cl)=O.[CH3:22][C:23]1[CH:31]=[CH:30][CH:29]=[CH:28][C:24]=1[C:25](Cl)=O. No catalyst specified. The product is [Cl:11][C:10]1[C:2]2[N:1]=[C:22]([C:23]3[CH:31]=[CH:30][CH:29]=[CH:28][C:24]=3[CH3:25])[O:5][C:4](=[O:6])[C:3]=2[CH:7]=[CH:8][CH:9]=1. The yield is 0.410. (2) The reactants are [C:1]([CH2:9][C:10]([O:12][CH2:13][CH3:14])=[O:11])(=O)[C:2]1[CH:7]=[CH:6][CH:5]=[CH:4][CH:3]=1.C([O-])=O.[NH4+:18]. The catalyst is CO. The product is [NH2:18][C:1]([C:2]1[CH:7]=[CH:6][CH:5]=[CH:4][CH:3]=1)=[CH:9][C:10]([O:12][CH2:13][CH3:14])=[O:11]. The yield is 0.951.